Dataset: Forward reaction prediction with 1.9M reactions from USPTO patents (1976-2016). Task: Predict the product of the given reaction. (1) Given the reactants [N:1]([CH2:4][CH2:5][O:6][CH2:7][CH2:8][O:9][CH2:10][CH2:11][O:12][CH2:13][CH2:14][O:15][CH:16]1[CH2:21][CH2:20][N:19]([C:22]2[CH:27]=[C:26]([CH3:28])[C:25]([C:29]3[N:30]=[C:31]([NH:34][C:35](=[O:42])[C:36]4[CH:41]=[CH:40][N:39]=[CH:38][CH:37]=4)[S:32][CH:33]=3)=[C:24]([CH3:43])[CH:23]=2)[CH2:18][CH2:17]1)=[N+]=[N-], predict the reaction product. The product is: [NH2:1][CH2:4][CH2:5][O:6][CH2:7][CH2:8][O:9][CH2:10][CH2:11][O:12][CH2:13][CH2:14][O:15][CH:16]1[CH2:17][CH2:18][N:19]([C:22]2[CH:27]=[C:26]([CH3:28])[C:25]([C:29]3[N:30]=[C:31]([NH:34][C:35](=[O:42])[C:36]4[CH:41]=[CH:40][N:39]=[CH:38][CH:37]=4)[S:32][CH:33]=3)=[C:24]([CH3:43])[CH:23]=2)[CH2:20][CH2:21]1. (2) Given the reactants [NH3:1].Cl[C:3]1[N:8]=[CH:7][N:6]=[C:5]([NH:9][C:10]2[CH:11]=[C:12]3[C:16](=[CH:17][CH:18]=2)[NH:15][CH:14]=[CH:13]3)[CH:4]=1, predict the reaction product. The product is: [NH2:1][C:3]1[N:8]=[CH:7][N:6]=[C:5]([NH:9][C:10]2[CH:11]=[C:12]3[C:16](=[CH:17][CH:18]=2)[NH:15][CH:14]=[CH:13]3)[CH:4]=1. (3) Given the reactants [Cl:1][CH2:2][C:3]1[CH:8]=[C:7]([CH2:9]Cl)[C:6]([CH3:11])=[CH:5][C:4]=1[CH3:12].[Cl:13]CC1C(C)=C(CCl)C(C)=CC=1C.[NH2:26][C:27]([NH2:29])=[S:28], predict the reaction product. The product is: [ClH:1].[ClH:13].[CH3:11][C:6]1[CH:5]=[C:4]([CH3:12])[C:3]([CH2:2][NH:26][C:27]([SH:28])=[NH:29])=[CH:8][C:7]=1[CH2:9][NH:29][C:27]([SH:28])=[NH:26]. (4) Given the reactants N1C=CC=CC=1C(Cl)=O.[CH3:10][O:11][C:12]1[CH:13]=[C:14]2[C:19](=[CH:20][C:21]=1[O:22][CH3:23])[N:18]=[CH:17][N:16]=[C:15]2[O:24][C:25]1[CH:31]=[CH:30][C:28]([NH2:29])=[CH:27][CH:26]=1.[N:32]1[CH:37]=[CH:36][CH:35]=[CH:34][C:33]=1[C:38]([N:40]=[C:41]=[S:42])=[O:39], predict the reaction product. The product is: [N:32]1[CH:37]=[CH:36][CH:35]=[CH:34][C:33]=1[C:38]([N:40]=[C:41]=[S:42])=[O:39].[CH3:10][O:11][C:12]1[CH:13]=[C:14]2[C:19](=[CH:20][C:21]=1[O:22][CH3:23])[N:18]=[CH:17][N:16]=[C:15]2[O:24][C:25]1[CH:31]=[CH:30][C:28]([NH:29][C:41]([NH:40][C:38]([C:33]2[CH:34]=[CH:35][CH:36]=[CH:37][N:32]=2)=[O:39])=[S:42])=[CH:27][CH:26]=1.